The task is: Predict the reactants needed to synthesize the given product.. This data is from Full USPTO retrosynthesis dataset with 1.9M reactions from patents (1976-2016). (1) The reactants are: [F:1][C:2]1[CH:24]=[CH:23][C:5]([CH2:6][N:7]2[C:11]3=[CH:12][N:13]=[C:14]([C:16]([O:18]C)=[O:17])[CH:15]=[C:10]3[C:9]([CH2:20][O:21][CH3:22])=[CH:8]2)=[CH:4][CH:3]=1.O.[OH-].[Li+].O. Given the product [F:1][C:2]1[CH:3]=[CH:4][C:5]([CH2:6][N:7]2[C:11]3=[CH:12][N:13]=[C:14]([C:16]([OH:18])=[O:17])[CH:15]=[C:10]3[C:9]([CH2:20][O:21][CH3:22])=[CH:8]2)=[CH:23][CH:24]=1, predict the reactants needed to synthesize it. (2) The reactants are: [Cl:1][C:2]1[CH:28]=[CH:27][CH:26]=[C:25]([Cl:29])[C:3]=1[CH2:4][C:5]1[N:9]([CH2:10][C:11]2[CH:20]=[CH:19][C:14]([C:15]([O:17]C)=[O:16])=[CH:13][CH:12]=2)[C:8]2[CH:21]=[CH:22][CH:23]=[CH:24][C:7]=2[N:6]=1.C1COCC1.[OH-].[Li+]. Given the product [Cl:1][C:2]1[CH:28]=[CH:27][CH:26]=[C:25]([Cl:29])[C:3]=1[CH2:4][C:5]1[N:9]([CH2:10][C:11]2[CH:20]=[CH:19][C:14]([C:15]([OH:17])=[O:16])=[CH:13][CH:12]=2)[C:8]2[CH:21]=[CH:22][CH:23]=[CH:24][C:7]=2[N:6]=1, predict the reactants needed to synthesize it. (3) Given the product [Br:1][C:2]1[CH:10]=[CH:9][C:5]([C:6]([N:11]2[CH2:16][CH2:15][O:14][CH2:13][CH2:12]2)=[O:7])=[CH:4][CH:3]=1, predict the reactants needed to synthesize it. The reactants are: [Br:1][C:2]1[CH:10]=[CH:9][C:5]([C:6](Cl)=[O:7])=[CH:4][CH:3]=1.[NH:11]1[CH2:16][CH2:15][O:14][CH2:13][CH2:12]1. (4) Given the product [O:24]=[C:25]1[CH2:26][CH2:27][C:28]([NH:37][C:3](=[O:5])[C:2]([CH3:1])([CH2:20][CH:21]=[CH2:22])[C:6]2[CH:7]=[C:8]([C:16]([F:17])([F:18])[F:19])[CH:9]=[C:10]([C:12]([F:14])([F:15])[F:13])[CH:11]=2)([C:31]2[CH:36]=[CH:35][CH:34]=[CH:33][CH:32]=2)[CH2:29][CH2:30]1, predict the reactants needed to synthesize it. The reactants are: [CH3:1][C:2]([CH2:20][CH:21]=[CH2:22])([C:6]1[CH:11]=[C:10]([C:12]([F:15])([F:14])[F:13])[CH:9]=[C:8]([C:16]([F:19])([F:18])[F:17])[CH:7]=1)[C:3]([OH:5])=O.Cl.[O:24]=[C:25]1[CH2:30][CH2:29][C:28]([NH2:37])([C:31]2[CH:36]=[CH:35][CH:34]=[CH:33][CH:32]=2)[CH2:27][CH2:26]1. (5) Given the product [O:3]=[C:4]([CH2:8][CH2:9][C:10]([OH:12])=[O:11])[C:5]([OH:7])=[O:6].[C:27]1([S+:20]([C:14]2[CH:15]=[CH:16][CH:17]=[CH:18][CH:19]=2)[C:21]2[CH:26]=[CH:25][CH:24]=[CH:23][CH:22]=2)[CH:28]=[CH:29][CH:30]=[CH:31][CH:32]=1.[C:27]1([S+:20]([C:14]2[CH:15]=[CH:16][CH:17]=[CH:18][CH:19]=2)[C:21]2[CH:26]=[CH:25][CH:24]=[CH:23][CH:22]=2)[CH:28]=[CH:29][CH:30]=[CH:31][CH:32]=1, predict the reactants needed to synthesize it. The reactants are: [Na+].[Na+].[O:3]=[C:4]([CH2:8][CH2:9][C:10]([O-:12])=[O:11])[C:5]([O-:7])=[O:6].[Br-].[C:14]1([S+:20]([C:27]2[CH:32]=[CH:31][CH:30]=[CH:29][CH:28]=2)[C:21]2[CH:26]=[CH:25][CH:24]=[CH:23][CH:22]=2)[CH:19]=[CH:18][CH:17]=[CH:16][CH:15]=1. (6) Given the product [C:1](/[CH:5]=[CH:6]/[C:7]1[C:8](=[O:22])[NH:9][C:10](=[O:21])[N:11]([CH:20]=1)[C@@H:12]1[O:19][C@H:16]([CH2:17][OH:18])[C@@H:14]([OH:15])[CH2:13]1)([OH:3])=[O:2], predict the reactants needed to synthesize it. The reactants are: [C:1](/[CH:5]=[CH:6]/[C:7]1[C:8](=[O:22])[NH:9][C:10](=[O:21])[N:11]([CH:20]=1)[C@@H:12]1[O:19][C@H:16]([CH2:17][OH:18])[C@@H:14]([OH:15])[CH2:13]1)([O:3]C)=[O:2].